This data is from Forward reaction prediction with 1.9M reactions from USPTO patents (1976-2016). The task is: Predict the product of the given reaction. (1) Given the reactants [OH:1][C:2]1[C:11]2[C:6](=[CH:7][CH:8]=[C:9]([O:12][CH3:13])[CH:10]=2)[N:5]=[CH:4][C:3]=1C(O)=O.CCCCC, predict the reaction product. The product is: [OH:1][C:2]1[C:11]2[C:6](=[CH:7][CH:8]=[C:9]([O:12][CH3:13])[CH:10]=2)[N:5]=[CH:4][CH:3]=1. (2) Given the reactants [CH2:1]([NH:8][C:9]([N:11]1[CH:21]2[N:15]([N:16]([CH3:49])[C@@H:17]([CH2:34][C:35]3[CH:40]=[CH:39][C:38]([O:41]CC4C=CC=CC=4)=[CH:37][CH:36]=3)[C:18](=[O:33])[N:19]([CH2:22][C:23]3[C:32]4[C:27](=[CH:28][CH:29]=[CH:30][CH:31]=4)[CH:26]=[CH:25][CH:24]=3)[CH2:20]2)[C:14](=[O:50])[CH2:13][CH2:12]1)=[O:10])[C:2]1[CH:7]=[CH:6][CH:5]=[CH:4][CH:3]=1.CCOCC.CCCCCC, predict the reaction product. The product is: [CH2:1]([NH:8][C:9]([N:11]1[CH:21]2[N:15]([N:16]([CH3:49])[C@@H:17]([CH2:34][C:35]3[CH:36]=[CH:37][C:38]([OH:41])=[CH:39][CH:40]=3)[C:18](=[O:33])[N:19]([CH2:22][C:23]3[C:32]4[C:27](=[CH:28][CH:29]=[CH:30][CH:31]=4)[CH:26]=[CH:25][CH:24]=3)[CH2:20]2)[C:14](=[O:50])[CH2:13][CH2:12]1)=[O:10])[C:2]1[CH:7]=[CH:6][CH:5]=[CH:4][CH:3]=1. (3) Given the reactants [CH3:1][C:2]1[C:6]([S:7]([N:10]2[CH2:15][CH2:14][CH:13]([C:16]#[N:17])[CH2:12][CH2:11]2)(=[O:9])=[O:8])=[C:5]([CH3:18])[NH:4][N:3]=1.C[Si]([N-][Si](C)(C)C)(C)C.[Li+].[Cl:29][C:30]1[CH:35]=[CH:34][C:33]([CH2:36]Cl)=[CH:32][CH:31]=1.C(O)(=O)CC(CC(O)=O)(C(O)=O)O, predict the reaction product. The product is: [Cl:29][C:30]1[CH:35]=[CH:34][C:33]([CH2:36][C:13]2([C:16]#[N:17])[CH2:14][CH2:15][N:10]([S:7]([C:6]3[C:5]([CH3:18])=[N:4][NH:3][C:2]=3[CH3:1])(=[O:9])=[O:8])[CH2:11][CH2:12]2)=[CH:32][CH:31]=1. (4) Given the reactants [Br:1][C:2]1[C:10]2[N:9]=[C:8]([C:11]3[CH:16]=[CH:15][CH:14]=[CH:13][CH:12]=3)[N:7]([C:17]3[CH:22]=[CH:21][C:20]([CH3:23])=[CH:19][CH:18]=3)[C:6]=2[CH:5]=[C:4]([O:24]C)[CH:3]=1.Br, predict the reaction product. The product is: [Br:1][C:2]1[C:10]2[N:9]=[C:8]([C:11]3[CH:12]=[CH:13][CH:14]=[CH:15][CH:16]=3)[N:7]([C:17]3[CH:22]=[CH:21][C:20]([CH3:23])=[CH:19][CH:18]=3)[C:6]=2[CH:5]=[C:4]([OH:24])[CH:3]=1.